From a dataset of Full USPTO retrosynthesis dataset with 1.9M reactions from patents (1976-2016). Predict the reactants needed to synthesize the given product. (1) The reactants are: C(O)(C(F)(F)F)=O.[CH2:8]([O:10][C:11](=[O:34])[C:12]1[CH:17]=[CH:16][C:15]([O:18][CH2:19][CH2:20][CH:21]2[CH2:26][CH2:25][N:24](C(OC(C)(C)C)=O)[CH2:23][CH2:22]2)=[CH:14][CH:13]=1)[CH3:9]. Given the product [NH:24]1[CH2:23][CH2:22][CH:21]([CH2:20][CH2:19][O:18][C:15]2[CH:14]=[CH:13][C:12]([C:11]([O:10][CH2:8][CH3:9])=[O:34])=[CH:17][CH:16]=2)[CH2:26][CH2:25]1, predict the reactants needed to synthesize it. (2) Given the product [CH:16]1([N:13]2[C:5]3[N:6]=[C:7]([NH:11][CH3:12])[N:8]=[C:9]([CH3:10])[C:4]=3[CH:3]=[C:2]([C:27]3[CH:26]=[CH:25][CH:24]=[C:23]([CH2:22][OH:21])[CH:28]=3)[CH2:14]2)[CH2:20][CH2:19][CH2:18][CH2:17]1, predict the reactants needed to synthesize it. The reactants are: Br[C:2]1[C:14](=O)[N:13]([CH:16]2[CH2:20][CH2:19][CH2:18][CH2:17]2)[C:5]2[N:6]=[C:7]([NH:11][CH3:12])[N:8]=[C:9]([CH3:10])[C:4]=2[CH:3]=1.[OH:21][CH2:22][C:23]1[CH:24]=[C:25](B(O)O)[CH:26]=[CH:27][CH:28]=1.CO.C([O-])(O)=O.[Na+]. (3) Given the product [Br:1][C:2]1[CH:7]=[C:6]([O:8][CH2:9][CH2:10][CH2:11][CH2:12][O:22][C:19]2[CH:18]=[CH:17][C:16]([C:23](=[O:28])[CH2:24][CH:25]([CH3:27])[CH3:26])=[C:15]([OH:14])[C:20]=2[CH3:21])[CH:5]=[N:4][CH:3]=1, predict the reactants needed to synthesize it. The reactants are: [Br:1][C:2]1[CH:3]=[N:4][CH:5]=[C:6]([O:8][CH2:9][CH2:10][CH2:11][CH2:12]Br)[CH:7]=1.[OH:14][C:15]1[C:20]([CH3:21])=[C:19]([OH:22])[CH:18]=[CH:17][C:16]=1[C:23](=[O:28])[CH2:24][CH:25]([CH3:27])[CH3:26]. (4) Given the product [CH3:1][C:2]1([CH3:17])[O:7][CH2:6][N:5]([CH2:8][C:9]2[CH:14]=[CH:13][CH:12]=[CH:11][C:10]=2[NH:15][S:27]([C:26]([F:39])([F:38])[F:25])(=[O:29])=[O:28])[C:4](=[O:16])[CH2:3]1, predict the reactants needed to synthesize it. The reactants are: [CH3:1][C:2]1([CH3:17])[O:7][CH2:6][N:5]([CH2:8][C:9]2[CH:14]=[CH:13][CH:12]=[CH:11][C:10]=2[NH2:15])[C:4](=[O:16])[CH2:3]1.C(N(CC)CC)C.[F:25][C:26]([F:39])([F:38])[S:27](O[S:27]([C:26]([F:39])([F:38])[F:25])(=[O:29])=[O:28])(=[O:29])=[O:28].Cl. (5) Given the product [CH3:33][O:32][CH:5]([CH2:6][C:7]1[C:16]2[C:11](=[CH:12][CH:13]=[CH:14][CH:15]=2)[C:10]([O:17][CH2:18][CH2:19][C:20]2[N:21]=[C:22]([C:26]3[CH:31]=[CH:30][CH:29]=[CH:28][CH:27]=3)[O:23][C:24]=2[CH3:25])=[CH:9][CH:8]=1)[C:4]([OH:34])=[O:3], predict the reactants needed to synthesize it. The reactants are: C([O:3][C:4](=[O:34])[CH:5]([O:32][CH3:33])[CH2:6][C:7]1[C:16]2[C:11](=[CH:12][CH:13]=[CH:14][CH:15]=2)[C:10]([O:17][CH2:18][CH2:19][C:20]2[N:21]=[C:22]([C:26]3[CH:31]=[CH:30][CH:29]=[CH:28][CH:27]=3)[O:23][C:24]=2[CH3:25])=[CH:9][CH:8]=1)C.[OH-].[Na+]. (6) The reactants are: [CH3:1][C:2]1[C:7]([CH3:8])=[CH:6][C:5]([NH:9][CH2:10][CH2:11][CH2:12][NH2:13])=[C:4]([N+:14]([O-:16])=[O:15])[CH:3]=1.[CH:17](=O)[C:18]1[CH:23]=[CH:22][CH:21]=[CH:20][CH:19]=1.[BH3-]C#N.[Na+]. Given the product [CH2:17]([NH:13][CH2:12][CH2:11][CH2:10][NH:9][C:5]1[CH:6]=[C:7]([CH3:8])[C:2]([CH3:1])=[CH:3][C:4]=1[N+:14]([O-:16])=[O:15])[C:18]1[CH:23]=[CH:22][CH:21]=[CH:20][CH:19]=1, predict the reactants needed to synthesize it. (7) Given the product [C:1]([O:5][CH2:6][CH2:7][O:8][C:9]1[CH:33]=[CH:32][C:12]([C:13]([O:15][C:16]2[CH:21]=[CH:20][C:19]([O:22][C:23](=[O:31])[C:24]3[CH:29]=[CH:28][C:27]([O:35][CH3:34])=[CH:26][CH:25]=3)=[CH:18][CH:17]=2)=[O:14])=[CH:11][CH:10]=1)(=[O:4])[CH:2]=[CH2:3], predict the reactants needed to synthesize it. The reactants are: [C:1]([O:5][CH2:6][CH2:7][O:8][C:9]1[CH:33]=[CH:32][C:12]([C:13]([O:15][C:16]2[CH:21]=[CH:20][C:19]([O:22][C:23](=[O:31])[C:24]3[CH:29]=[CH:28][C:27](F)=[CH:26][CH:25]=3)=[CH:18][CH:17]=2)=[O:14])=[CH:11][CH:10]=1)(=[O:4])[CH:2]=[CH2:3].[CH3:34][O:35]C1C=CC(C(O)=O)=CC=1.